This data is from Reaction yield outcomes from USPTO patents with 853,638 reactions. The task is: Predict the reaction yield, written as a fraction of the theoretical maximum amount of product (1.0 means a 100% yield; for example, 0.34 means a 34% yield). (1) The reactants are [CH3:1][N:2]([S:24]([C:27]1[CH:32]=[CH:31][C:30]([C:33]([F:36])([F:35])[F:34])=[CH:29][CH:28]=1)(=[O:26])=[O:25])[C@H:3]1[CH2:8][CH2:7][C@H:6]([CH2:9]OS(C2C=CC(C(F)(F)F)=CC=2)(=O)=O)[CH2:5][CH2:4]1.Cl.[CH3:38][N:39]([CH3:43])[CH2:40][CH2:41][SH:42].[H-].[Na+].[Na+].[I-].OS([O-])(=O)=O.[K+].C([O-])(O)=O.[Na+].CCOCC. The catalyst is CN(C=O)C. The product is [CH3:38][N:39]([CH3:43])[CH2:40][CH2:41][S:42][CH2:9][C@H:6]1[CH2:7][CH2:8][C@H:3]([N:2]([CH3:1])[S:24]([C:27]2[CH:32]=[CH:31][C:30]([C:33]([F:35])([F:36])[F:34])=[CH:29][CH:28]=2)(=[O:25])=[O:26])[CH2:4][CH2:5]1. The yield is 0.630. (2) The reactants are O[Li].O.[CH:4]([C:6]1[C:11]2[CH:12]=[C:13]([C:15]([O:17]CC)=[O:16])[O:14][C:10]=2[CH:9]=[CH:8][C:7]=1[OH:20])=[O:5]. The catalyst is O.C1COCC1. The product is [CH:4]([C:6]1[C:11]2[CH:12]=[C:13]([C:15]([OH:17])=[O:16])[O:14][C:10]=2[CH:9]=[CH:8][C:7]=1[OH:20])=[O:5]. The yield is 0.878. (3) The reactants are [Cl:1][C:2]1[CH:7]=[CH:6][CH:5]=[C:4]([Cl:8])[C:3]=1[C:9]1[CH:18]=[CH:17][C:16]2[C:11](=[CH:12][CH:13]=[C:14]([CH2:19][CH:20]([NH:25][C:26]([C@@H:28]3[CH2:33][CH2:32][CH2:31][CH2:30][N:29]3[S:34]([C:37]3[CH:42]=[CH:41][C:40]([CH3:43])=[CH:39][CH:38]=3)(=[O:36])=[O:35])=[O:27])[C:21]([O:23]C)=[O:22])[CH:15]=2)[N:10]=1.[OH-].[Na+].O.Cl. The catalyst is CO. The product is [Cl:8][C:4]1[CH:5]=[CH:6][CH:7]=[C:2]([Cl:1])[C:3]=1[C:9]1[CH:18]=[CH:17][C:16]2[C:11](=[CH:12][CH:13]=[C:14]([CH2:19][CH:20]([NH:25][C:26]([C@@H:28]3[CH2:33][CH2:32][CH2:31][CH2:30][N:29]3[S:34]([C:37]3[CH:42]=[CH:41][C:40]([CH3:43])=[CH:39][CH:38]=3)(=[O:36])=[O:35])=[O:27])[C:21]([OH:23])=[O:22])[CH:15]=2)[N:10]=1. The yield is 0.820.